From a dataset of Full USPTO retrosynthesis dataset with 1.9M reactions from patents (1976-2016). Predict the reactants needed to synthesize the given product. Given the product [F:1][C:2]([F:16])([F:15])[C:3]1[CH:14]=[CH:13][C:6]2[S:7][C:8]([C:10]([O:21][N:20]=[C:18]([CH3:19])[CH3:17])=[O:11])=[CH:9][C:5]=2[CH:4]=1, predict the reactants needed to synthesize it. The reactants are: [F:1][C:2]([F:16])([F:15])[C:3]1[CH:14]=[CH:13][C:6]2[S:7][C:8]([C:10](Cl)=[O:11])=[CH:9][C:5]=2[CH:4]=1.[CH3:17][C:18](=[N:20][OH:21])[CH3:19].C(N(CC)CC)C.